This data is from Peptide-MHC class I binding affinity with 185,985 pairs from IEDB/IMGT. The task is: Regression. Given a peptide amino acid sequence and an MHC pseudo amino acid sequence, predict their binding affinity value. This is MHC class I binding data. The peptide sequence is NSDPNTPDK. The MHC is HLA-A26:01 with pseudo-sequence HLA-A26:01. The binding affinity (normalized) is 0.0847.